Predict the product of the given reaction. From a dataset of Forward reaction prediction with 1.9M reactions from USPTO patents (1976-2016). (1) Given the reactants [C:1]([CH2:6][C:7]([O:9]C)=O)(=[O:5])[CH:2]([CH3:4])[CH3:3].[NH2:11][C:12]1[CH:13]=[C:14]2[C:18](=[CH:19][CH:20]=1)[NH:17][N:16]=[CH:15]2, predict the reaction product. The product is: [NH:17]1[C:18]2[C:14](=[CH:13][C:12]([NH:11][C:7](=[O:9])[CH2:6][C:1](=[O:5])[CH:2]([CH3:3])[CH3:4])=[CH:20][CH:19]=2)[CH:15]=[N:16]1. (2) Given the reactants [OH-].[Na+].[I-:3].[Na+].[OH:5][C:6]1[CH:7]=[C:8]([CH:12]=[CH:13][CH:14]=1)[C:9]([OH:11])=[O:10].O, predict the reaction product. The product is: [OH:5][C:6]1[CH:7]=[C:8]([CH:12]=[CH:13][C:14]=1[I:3])[C:9]([OH:11])=[O:10].